From a dataset of Reaction yield outcomes from USPTO patents with 853,638 reactions. Predict the reaction yield, written as a fraction of the theoretical maximum amount of product (1.0 means a 100% yield; for example, 0.34 means a 34% yield). (1) The reactants are [C:1]([C:4]1[CH:5]=[C:6]([CH:11]=[CH:12][C:13]=1[OH:14])[C:7]([O:9][CH3:10])=[O:8])(=[O:3])[CH3:2].N1C=CC=CC=1.[Br:21]Br.Cl. The catalyst is C(Cl)Cl. The product is [C:1]([C:4]1[CH:5]=[C:6]([CH:11]=[C:12]([Br:21])[C:13]=1[OH:14])[C:7]([O:9][CH3:10])=[O:8])(=[O:3])[CH3:2]. The yield is 0.800. (2) The reactants are [S:1]1[C:5]2[CH:6]=[CH:7][CH:8]=[CH:9][C:4]=2[N:3]=[C:2]1[NH:10][C:11](=[O:18])OCC(Cl)(Cl)Cl.[C:19]1([C:25]2[N:29]=[C:28]([N:30]3[CH2:35][CH2:34][NH:33][CH2:32][CH2:31]3)[S:27][N:26]=2)[CH:24]=[CH:23][CH:22]=[CH:21][CH:20]=1.C(N(C(C)C)CC)(C)C.O. The catalyst is CS(C)=O. The product is [S:1]1[C:5]2[CH:6]=[CH:7][CH:8]=[CH:9][C:4]=2[N:3]=[C:2]1[NH:10][C:11]([N:33]1[CH2:34][CH2:35][N:30]([C:28]2[S:27][N:26]=[C:25]([C:19]3[CH:24]=[CH:23][CH:22]=[CH:21][CH:20]=3)[N:29]=2)[CH2:31][CH2:32]1)=[O:18]. The yield is 0.261. (3) The catalyst is CN(C)C=O.O. The product is [Si:31]([O:38][CH2:39][CH2:40][N:41]([CH:42]1[CH2:45][O:44][CH2:43]1)[C:28]([C:10]1[C:9]([O:8][CH2:1][C:2]2[CH:7]=[CH:6][CH:5]=[CH:4][CH:3]=2)=[C:14]([OH:15])[N:13]=[C:12]([CH2:16][C:17]2([C:22]3[CH:27]=[CH:26][CH:25]=[CH:24][CH:23]=3)[CH2:18][CH2:19][CH2:20][CH2:21]2)[N:11]=1)=[O:29])([C:34]([CH3:37])([CH3:36])[CH3:35])([CH3:33])[CH3:32]. The yield is 0.994. The reactants are [CH2:1]([O:8][C:9]1[C:10]([C:28](O)=[O:29])=[N:11][C:12]([CH2:16][C:17]2([C:22]3[CH:27]=[CH:26][CH:25]=[CH:24][CH:23]=3)[CH2:21][CH2:20][CH2:19][CH2:18]2)=[N:13][C:14]=1[OH:15])[C:2]1[CH:7]=[CH:6][CH:5]=[CH:4][CH:3]=1.[Si:31]([O:38][CH2:39][CH2:40][NH:41][CH:42]1[CH2:45][O:44][CH2:43]1)([C:34]([CH3:37])([CH3:36])[CH3:35])([CH3:33])[CH3:32].C(N(CC)C(C)C)(C)C.CN(C(ON1N=NC2C=CC=NC1=2)=[N+](C)C)C.F[P-](F)(F)(F)(F)F. (4) The reactants are [CH2:1]([O:3][C:4]([C:6]1[C:7](OS(C(F)(F)F)(=O)=O)=[N:8][C:9]2[C:14]([C:15]=1[CH2:16][C:17]1[CH:22]=[CH:21][CH:20]=[CH:19][C:18]=1[Cl:23])=[CH:13][C:12]([Cl:24])=[CH:11][CH:10]=2)=[O:5])[CH3:2].C(=O)([O-])[O-].[K+].[K+].[CH3:39][NH:40][CH3:41]. The catalyst is C1COCC1.O. The product is [CH2:1]([O:3][C:4]([C:6]1[C:7]([N:40]([CH3:41])[CH3:39])=[N:8][C:9]2[C:14]([C:15]=1[CH2:16][C:17]1[CH:22]=[CH:21][CH:20]=[CH:19][C:18]=1[Cl:23])=[CH:13][C:12]([Cl:24])=[CH:11][CH:10]=2)=[O:5])[CH3:2]. The yield is 0.690. (5) The reactants are Cl.[CH2:2]([O:4][C:5]([N:7]1[C:15]([NH2:16])=[C:10]2[CH2:11][NH:12][CH2:13][CH2:14][C:9]2=[N:8]1)=[O:6])[CH3:3].C(N(CC)C(C)C)(C)C.[F:26][C:27]1[CH:28]=[C:29]([S:34](Cl)(=[O:36])=[O:35])[CH:30]=[C:31]([F:33])[CH:32]=1. The catalyst is ClCCl. The product is [CH2:2]([O:4][C:5]([N:7]1[C:15]([NH2:16])=[C:10]2[CH2:11][N:12]([S:34]([C:29]3[CH:28]=[C:27]([F:26])[CH:32]=[C:31]([F:33])[CH:30]=3)(=[O:36])=[O:35])[CH2:13][CH2:14][C:9]2=[N:8]1)=[O:6])[CH3:3]. The yield is 0.920. (6) The reactants are [N:1]1([C:10]([O:12][C:13]([CH3:16])([CH3:15])[CH3:14])=[O:11])[C:5]2=[CH:6][N:7]=[CH:8][CH:9]=[C:4]2[CH:3]=[CH:2]1.CCO. The catalyst is O=[Pt]=O.CC(O)=O. The product is [N:1]1([C:10]([O:12][C:13]([CH3:16])([CH3:15])[CH3:14])=[O:11])[CH:5]2[CH2:6][NH:7][CH2:8][CH2:9][CH:4]2[CH2:3][CH2:2]1. The yield is 0.955. (7) The reactants are [NH2:1][C:2]1[S:3][C:4]2[CH:10]=[C:9]([C:11]3[CH:12]=[C:13]([N:23]4[CH:28]=[CH:27][C:26](=[O:29])[NH:25][C:24]4=[O:30])[CH:14]=[C:15]([C:19]([CH3:22])([CH3:21])[CH3:20])[C:16]=3[O:17][CH3:18])[CH:8]=[CH:7][C:5]=2[N:6]=1.[C:31](OC(=O)C)(=[O:33])[CH3:32]. No catalyst specified. The product is [C:19]([C:15]1[C:16]([O:17][CH3:18])=[C:11]([C:9]2[CH:8]=[CH:7][C:5]3[N:6]=[C:2]([NH:1][C:31](=[O:33])[CH3:32])[S:3][C:4]=3[CH:10]=2)[CH:12]=[C:13]([N:23]2[CH:28]=[CH:27][C:26](=[O:29])[NH:25][C:24]2=[O:30])[CH:14]=1)([CH3:22])([CH3:21])[CH3:20]. The yield is 0.880.